Task: Predict the reactants needed to synthesize the given product.. Dataset: Full USPTO retrosynthesis dataset with 1.9M reactions from patents (1976-2016) Given the product [OH:10][C:7]1[CH:8]=[CH:9][C:4]([C:2](=[O:3])[CH:1]=[CH:17][C:16]2[CH:19]=[CH:20][C:13]([O:12][CH3:11])=[CH:14][CH:15]=2)=[CH:5][CH:6]=1, predict the reactants needed to synthesize it. The reactants are: [CH3:1][C:2]([C:4]1[CH:5]=[CH:6][C:7]([OH:10])=[CH:8][CH:9]=1)=[O:3].[CH3:11][O:12][C:13]1[CH:20]=[CH:19][C:16]([CH:17]=O)=[CH:15][CH:14]=1.[OH-].[Na+].